From a dataset of Full USPTO retrosynthesis dataset with 1.9M reactions from patents (1976-2016). Predict the reactants needed to synthesize the given product. Given the product [F:1][C:2]1[CH:3]=[C:4]([CH:22]=[CH:23][C:24]=1[F:25])[CH2:5][O:6][C:7]1[CH:20]=[C:11]2[N:12]([CH2:16][C:17](=[O:19])[N:26]3[CH2:30][CH2:29][CH2:28][CH2:27]3)[CH2:13][CH2:14][CH2:15][N:10]2[C:9](=[O:21])[N:8]=1, predict the reactants needed to synthesize it. The reactants are: [F:1][C:2]1[CH:3]=[C:4]([CH:22]=[CH:23][C:24]=1[F:25])[CH2:5][O:6][C:7]1[CH:20]=[C:11]2[N:12]([CH2:16][C:17]([OH:19])=O)[CH2:13][CH2:14][CH2:15][N:10]2[C:9](=[O:21])[N:8]=1.[NH:26]1[CH2:30][CH2:29][CH2:28][CH2:27]1.